From a dataset of Full USPTO retrosynthesis dataset with 1.9M reactions from patents (1976-2016). Predict the reactants needed to synthesize the given product. (1) The reactants are: [C:1]1([CH2:11][CH2:12][CH2:13][C:14](Cl)=[O:15])[C:10]2[C:5](=[CH:6][CH:7]=[CH:8][CH:9]=2)[CH:4]=[CH:3][CH:2]=1.[F:17][C:18]1[CH:23]=[CH:22][C:21]([CH:24]([N:32]2[CH2:37][CH2:36][N:35]([CH3:38])[CH2:34][CH2:33]2)[CH2:25][N:26]2[CH2:31][CH2:30][NH:29][CH2:28][CH2:27]2)=[CH:20][CH:19]=1.C(=O)(O)[O-].[Na+]. Given the product [F:17][C:18]1[CH:23]=[CH:22][C:21]([CH:24]([N:32]2[CH2:37][CH2:36][N:35]([CH3:38])[CH2:34][CH2:33]2)[CH2:25][N:26]2[CH2:31][CH2:30][N:29]([C:14](=[O:15])[CH2:13][CH2:12][CH2:11][C:1]3[C:10]4[C:5](=[CH:6][CH:7]=[CH:8][CH:9]=4)[CH:4]=[CH:3][CH:2]=3)[CH2:28][CH2:27]2)=[CH:20][CH:19]=1, predict the reactants needed to synthesize it. (2) Given the product [N:1]1([C:6]2[N:11]=[C:10]([NH:12][CH2:13][CH2:14][NH:15][C:16]3[C:19](=[O:20])[C:18](=[O:22])[C:17]=3[N:29]3[CH2:34][CH2:33][CH2:32][CH2:31][CH2:30]3)[CH:9]=[C:8]([N:24]3[CH2:28][CH2:27][CH2:26][CH2:25]3)[N:7]=2)[CH2:2][CH2:3][CH2:4][CH2:5]1, predict the reactants needed to synthesize it. The reactants are: [N:1]1([C:6]2[N:11]=[C:10]([NH:12][CH2:13][CH2:14][NH:15][C:16]3[C:17](=O)[C:18](=[O:22])[C:19]=3[O:20]C)[CH:9]=[C:8]([N:24]3[CH2:28][CH2:27][CH2:26][CH2:25]3)[N:7]=2)[CH2:5][CH2:4][CH2:3][CH2:2]1.[NH:29]1[CH2:34][CH2:33][CH2:32][CH2:31][CH2:30]1. (3) The reactants are: Cl[C:2]1[NH:3][C:4]([C:13]2[C:14]([F:19])=[N:15][CH:16]=[CH:17][CH:18]=2)=[C:5]([CH3:12])[C:6]=1[C:7]([O:9][CH2:10][CH3:11])=[O:8].C(N(CC)CC)C. Given the product [F:19][C:14]1[C:13]([C:4]2[NH:3][CH:2]=[C:6]([C:7]([O:9][CH2:10][CH3:11])=[O:8])[C:5]=2[CH3:12])=[CH:18][CH:17]=[CH:16][N:15]=1, predict the reactants needed to synthesize it. (4) Given the product [O:35]=[S:34]1(=[O:36])[C:9]2[CH:8]=[C:7]([C:1]3[CH:2]=[CH:3][C:4]([S:26]([OH:29])(=[O:28])=[O:27])=[CH:5][CH:6]=3)[CH:12]=[CH:11][C:10]=2[C:13]2[CH:18]=[CH:17][C:16]([C:19]3[CH:20]=[CH:21][C:22]([S:31]([OH:33])(=[O:32])=[O:30])=[CH:23][CH:24]=3)=[CH:15][C:14]1=2, predict the reactants needed to synthesize it. The reactants are: [C:1]1([C:7]2[CH:12]=[CH:11][C:10]([C:13]3[CH:18]=[CH:17][C:16]([C:19]4[CH:24]=[CH:23][CH:22]=[CH:21][CH:20]=4)=[CH:15][CH:14]=3)=[CH:9][CH:8]=2)[CH:6]=[CH:5][CH:4]=[CH:3][CH:2]=1.O[S:26]([OH:29])(=[O:28])=[O:27].[O:30]=[S:31](=[O:33])=[O:32].[S:34](=O)(=O)([OH:36])[OH:35]. (5) Given the product [CH3:24][O:25][C:26]1[CH:34]=[CH:33][C:29]([C:30]([N:1]([C:30](=[O:31])[C:29]2[CH:33]=[CH:34][C:26]([O:25][CH3:24])=[CH:27][CH:28]=2)[C:2]2[C:11]([C:12]#[N:13])=[C:10]([NH:14][CH2:15][C:16]3[O:17][CH:18]=[CH:19][CH:20]=3)[C:9]3[C:4](=[CH:5][CH:6]=[C:7]([N:21]([CH3:23])[CH3:22])[CH:8]=3)[N:3]=2)=[O:31])=[CH:28][CH:27]=1, predict the reactants needed to synthesize it. The reactants are: [NH2:1][C:2]1[C:11]([C:12]#[N:13])=[C:10]([NH:14][CH2:15][C:16]2[O:17][CH:18]=[CH:19][CH:20]=2)[C:9]2[C:4](=[CH:5][CH:6]=[C:7]([N:21]([CH3:23])[CH3:22])[CH:8]=2)[N:3]=1.[CH3:24][O:25][C:26]1[CH:34]=[CH:33][C:29]([C:30](Cl)=[O:31])=[CH:28][CH:27]=1.